From a dataset of NCI-60 drug combinations with 297,098 pairs across 59 cell lines. Regression. Given two drug SMILES strings and cell line genomic features, predict the synergy score measuring deviation from expected non-interaction effect. (1) Drug 1: CC1C(C(CC(O1)OC2CC(OC(C2O)C)OC3=CC4=CC5=C(C(=O)C(C(C5)C(C(=O)C(C(C)O)O)OC)OC6CC(C(C(O6)C)O)OC7CC(C(C(O7)C)O)OC8CC(C(C(O8)C)O)(C)O)C(=C4C(=C3C)O)O)O)O. Drug 2: CCN(CC)CCCC(C)NC1=C2C=C(C=CC2=NC3=C1C=CC(=C3)Cl)OC. Cell line: RXF 393. Synergy scores: CSS=27.4, Synergy_ZIP=-1.29, Synergy_Bliss=1.79, Synergy_Loewe=-28.0, Synergy_HSA=0.659. (2) Drug 1: CCCS(=O)(=O)NC1=C(C(=C(C=C1)F)C(=O)C2=CNC3=C2C=C(C=N3)C4=CC=C(C=C4)Cl)F. Drug 2: CN1C2=C(C=C(C=C2)N(CCCl)CCCl)N=C1CCCC(=O)O.Cl. Cell line: SN12C. Synergy scores: CSS=0.865, Synergy_ZIP=1.39, Synergy_Bliss=0.463, Synergy_Loewe=-1.92, Synergy_HSA=-2.13.